From a dataset of Full USPTO retrosynthesis dataset with 1.9M reactions from patents (1976-2016). Predict the reactants needed to synthesize the given product. Given the product [Cl:1][C:2]1[CH:7]=[CH:6][CH:5]=[C:4]([F:8])[C:3]=1[C:9]1[C:13]([C:14]([O:16][CH:36]([CH3:38])[CH3:37])=[O:15])=[C:12]([C:17]2[CH:18]=[N:19][N:20]([C:26]3[CH:31]=[CH:30][CH:29]=[CH:28][C:27]=3[F:32])[C:21]=2[C:22]([F:24])([F:25])[F:23])[O:11][N:10]=1, predict the reactants needed to synthesize it. The reactants are: [Cl:1][C:2]1[CH:7]=[CH:6][CH:5]=[C:4]([F:8])[C:3]=1[C:9]1[C:13]([C:14]([OH:16])=[O:15])=[C:12]([C:17]2[CH:18]=[N:19][N:20]([C:26]3[CH:31]=[CH:30][CH:29]=[CH:28][C:27]=3[F:32])[C:21]=2[C:22]([F:25])([F:24])[F:23])[O:11][N:10]=1.[F-].[Cs+].I[CH:36]([CH3:38])[CH3:37].